This data is from Full USPTO retrosynthesis dataset with 1.9M reactions from patents (1976-2016). The task is: Predict the reactants needed to synthesize the given product. The reactants are: F[C:2]1[C:7]([C:8]2[N:13]=[C:12]([CH3:14])[N:11]=[C:10]([N:15]([CH2:25][C:26]3[CH:31]=[CH:30][C:29]([O:32][CH3:33])=[CH:28][CH:27]=3)[CH2:16][C:17]3[CH:22]=[CH:21][C:20]([O:23][CH3:24])=[CH:19][CH:18]=3)[N:9]=2)=[CH:6][CH:5]=[CH:4][N:3]=1.[NH2:34][C:35]1[CH:36]=[CH:37][C:38]([NH:41][C:42](=[O:48])[O:43][C:44]([CH3:47])([CH3:46])[CH3:45])=[N:39][CH:40]=1.[Li+].C[Si]([N-][Si](C)(C)C)(C)C. Given the product [CH3:24][O:23][C:20]1[CH:21]=[CH:22][C:17]([CH2:16][N:15]([CH2:25][C:26]2[CH:31]=[CH:30][C:29]([O:32][CH3:33])=[CH:28][CH:27]=2)[C:10]2[N:11]=[C:12]([CH3:14])[N:13]=[C:8]([C:7]3[C:2]([NH:34][C:35]4[CH:36]=[CH:37][C:38]([NH:41][C:42](=[O:48])[O:43][C:44]([CH3:46])([CH3:45])[CH3:47])=[N:39][CH:40]=4)=[N:3][CH:4]=[CH:5][CH:6]=3)[N:9]=2)=[CH:18][CH:19]=1, predict the reactants needed to synthesize it.